This data is from Full USPTO retrosynthesis dataset with 1.9M reactions from patents (1976-2016). The task is: Predict the reactants needed to synthesize the given product. (1) Given the product [I:22][C:4]1[CH:6]=[C:7]([N+:10]([O-:12])=[O:11])[CH:8]=[CH:9][C:3]=1[O:2][CH3:1], predict the reactants needed to synthesize it. The reactants are: [CH3:1][O:2][C:3]1[CH:9]=[CH:8][C:7]([N+:10]([O-:12])=[O:11])=[CH:6][C:4]=1N.S(=O)(=O)(O)O.N([O-])=O.[Na+].[I-:22].[K+]. (2) Given the product [Cl:13][C:8]1[CH:7]=[C:6]2[C:11]([C:2]([N:17]3[CH2:16][CH2:15][N:14]([C:20]([O:22][C:23]([CH3:26])([CH3:25])[CH3:24])=[O:21])[CH2:19][CH2:18]3)=[CH:3][CH:4]=[N:5]2)=[CH:10][C:9]=1[I:12], predict the reactants needed to synthesize it. The reactants are: Cl[C:2]1[C:11]2[C:6](=[CH:7][C:8]([Cl:13])=[C:9]([I:12])[CH:10]=2)[N:5]=[CH:4][CH:3]=1.[N:14]1([C:20]([O:22][C:23]([CH3:26])([CH3:25])[CH3:24])=[O:21])[CH2:19][CH2:18][NH:17][CH2:16][CH2:15]1.CCN(CC)CC.O.